Task: Predict the reactants needed to synthesize the given product.. Dataset: Retrosynthesis with 50K atom-mapped reactions and 10 reaction types from USPTO Given the product CON(C(=O)Cl)C1c2ccccc2Oc2ccccc21, predict the reactants needed to synthesize it. The reactants are: CONC1c2ccccc2Oc2ccccc21.O=C(Cl)Cl.